This data is from Forward reaction prediction with 1.9M reactions from USPTO patents (1976-2016). The task is: Predict the product of the given reaction. (1) Given the reactants [CH2:1]([S:3]([C:6]1[CH:7]=[CH:8][C:9]([O:26][C:27]2[C:32]([CH:33]=[CH:34][C:35]3[CH:40]=[CH:39][CH:38]=[CH:37][CH:36]=3)=[CH:31][CH:30]=[CH:29][C:28]=2[CH3:41])=[C:10]([C:12]2[C:13]3[CH:22]=[C:21]([C:23]([OH:25])=[O:24])[NH:20][C:14]=3[C:15](=[O:19])[N:16]([CH3:18])[CH:17]=2)[CH:11]=1)(=[O:5])=[O:4])[CH3:2].F[P-](F)(F)(F)(F)F.[N:49]1(OC(N(C)C)=[N+](C)C)[C:53]2N=CC=C[C:52]=2N=N1.[CH2:66]([NH2:68])[CH3:67].C(N(C(C)C)CC)(C)C, predict the reaction product. The product is: [CH2:53]([NH:49][C:23]([C:21]1[NH:20][C:14]2[C:15](=[O:19])[N:16]([CH3:18])[CH:17]=[C:12]([C:10]3[CH:11]=[C:6]([S:3]([CH2:1][CH3:2])(=[O:4])=[O:5])[CH:7]=[CH:8][C:9]=3[O:26][C:27]3[C:32](/[CH:33]=[CH:34]\[C:35]4[CH:40]=[CH:39][CH:38]=[CH:37][CH:36]=4)=[CH:31][CH:30]=[CH:29][C:28]=3[CH3:41])[C:13]=2[CH:22]=1)=[O:25])[CH3:52].[CH2:66]([NH:68][C:23]([C:21]1[NH:20][C:14]2[C:15](=[O:19])[N:16]([CH3:18])[CH:17]=[C:12]([C:10]3[CH:11]=[C:6]([S:3]([CH2:1][CH3:2])(=[O:4])=[O:5])[CH:7]=[CH:8][C:9]=3[O:26][C:27]3[C:32](/[CH:33]=[CH:34]/[C:35]4[CH:40]=[CH:39][CH:38]=[CH:37][CH:36]=4)=[CH:31][CH:30]=[CH:29][C:28]=3[CH3:41])[C:13]=2[CH:22]=1)=[O:24])[CH3:67]. (2) Given the reactants [CH2:1]([OH:23])[C@H:2]1[O:7][C@H:6]([O:8][C@H:9]2[O:14][C@H:13]([CH2:15][OH:16])[C@@H:12]([OH:17])[C@H:11]([OH:18])[C@H:10]2[OH:19])[C@H:5]([OH:20])[C@@H:4]([OH:21])[C@@H:3]1[OH:22].[CH2:24]([OH:31])[C:25]([NH2:30])([CH2:28][OH:29])[CH2:26][OH:27].Cl, predict the reaction product. The product is: [CH2:15]([OH:16])[C@H:13]1[O:14][C@H:9]([O:8][C@H:6]2[O:7][C@H:2]([CH2:1][OH:23])[C@@H:3]([OH:22])[C@H:4]([OH:21])[C@H:5]2[OH:20])[C@H:10]([OH:19])[C@@H:11]([OH:18])[C@@H:12]1[OH:17].[CH2:24]([OH:31])[C:25]([NH2:30])([CH2:28][OH:29])[CH2:26][OH:27].